From a dataset of Forward reaction prediction with 1.9M reactions from USPTO patents (1976-2016). Predict the product of the given reaction. (1) Given the reactants [CH3:1][S:2]([N:5]1[C:13]2[C:8](=[CH:9][CH:10]=[C:11]([N+:14]([O-])=O)[CH:12]=2)[C:7]([CH3:18])([CH3:17])[CH2:6]1)(=[O:4])=[O:3].CC(O)=O, predict the reaction product. The product is: [CH3:1][S:2]([N:5]1[C:13]2[C:8](=[CH:9][CH:10]=[C:11]([NH2:14])[CH:12]=2)[C:7]([CH3:18])([CH3:17])[CH2:6]1)(=[O:4])=[O:3]. (2) Given the reactants [CH2:1]([S:8]([NH:11][C:12]([CH:14]1[CH2:19][CH2:18][N:17]([C:20]2[C:30]([C:31]#[N:32])=[CH:29][C:23]([C:24]([O:26][CH2:27][CH3:28])=[O:25])=[C:22]([CH2:33]Cl)[N:21]=2)[CH2:16][CH2:15]1)=[O:13])(=[O:10])=[O:9])[C:2]1[CH:7]=[CH:6][CH:5]=[CH:4][CH:3]=1.[I-].[Na+].[C:37]([O:41]CC)(=[O:40])[CH2:38][OH:39], predict the reaction product. The product is: [CH2:1]([S:8]([NH:11][C:12]([CH:14]1[CH2:19][CH2:18][N:17]([C:20]2[C:30]([C:31]#[N:32])=[CH:29][C:23]([C:24]([O:26][CH2:27][CH3:28])=[O:25])=[C:22]([CH2:33][O:41][C:37](=[O:40])[CH2:38][OH:39])[N:21]=2)[CH2:16][CH2:15]1)=[O:13])(=[O:10])=[O:9])[C:2]1[CH:7]=[CH:6][CH:5]=[CH:4][CH:3]=1.